This data is from NCI-60 drug combinations with 297,098 pairs across 59 cell lines. The task is: Regression. Given two drug SMILES strings and cell line genomic features, predict the synergy score measuring deviation from expected non-interaction effect. (1) Cell line: SF-268. Drug 2: CC(C)CN1C=NC2=C1C3=CC=CC=C3N=C2N. Synergy scores: CSS=11.5, Synergy_ZIP=-2.11, Synergy_Bliss=0.182, Synergy_Loewe=-4.96, Synergy_HSA=-1.04. Drug 1: CC1CCC2CC(C(=CC=CC=CC(CC(C(=O)C(C(C(=CC(C(=O)CC(OC(=O)C3CCCCN3C(=O)C(=O)C1(O2)O)C(C)CC4CCC(C(C4)OC)O)C)C)O)OC)C)C)C)OC. (2) Drug 1: COC1=CC(=CC(=C1O)OC)C2C3C(COC3=O)C(C4=CC5=C(C=C24)OCO5)OC6C(C(C7C(O6)COC(O7)C8=CC=CS8)O)O. Drug 2: C1=CC(=CC=C1CCCC(=O)O)N(CCCl)CCCl. Cell line: HCC-2998. Synergy scores: CSS=18.7, Synergy_ZIP=-9.53, Synergy_Bliss=-15.2, Synergy_Loewe=-54.5, Synergy_HSA=-10.2. (3) Drug 1: C1=NC(=NC(=O)N1C2C(C(C(O2)CO)O)O)N. Drug 2: CS(=O)(=O)CCNCC1=CC=C(O1)C2=CC3=C(C=C2)N=CN=C3NC4=CC(=C(C=C4)OCC5=CC(=CC=C5)F)Cl. Cell line: HCC-2998. Synergy scores: CSS=14.7, Synergy_ZIP=-4.63, Synergy_Bliss=2.86, Synergy_Loewe=-15.4, Synergy_HSA=-0.400. (4) Drug 1: C1C(C(OC1N2C=C(C(=O)NC2=O)F)CO)O. Drug 2: CCC1=C2CN3C(=CC4=C(C3=O)COC(=O)C4(CC)O)C2=NC5=C1C=C(C=C5)O. Cell line: OVCAR-5. Synergy scores: CSS=24.2, Synergy_ZIP=-5.75, Synergy_Bliss=-5.93, Synergy_Loewe=-1.31, Synergy_HSA=-1.20. (5) Drug 1: CC1=C(C(=CC=C1)Cl)NC(=O)C2=CN=C(S2)NC3=CC(=NC(=N3)C)N4CCN(CC4)CCO. Drug 2: C(CC(=O)O)C(=O)CN.Cl. Cell line: HOP-62. Synergy scores: CSS=9.96, Synergy_ZIP=-0.169, Synergy_Bliss=6.98, Synergy_Loewe=-4.78, Synergy_HSA=-0.948. (6) Drug 2: C1=NC2=C(N=C(N=C2N1C3C(C(C(O3)CO)O)F)Cl)N. Synergy scores: CSS=7.98, Synergy_ZIP=2.91, Synergy_Bliss=-1.82, Synergy_Loewe=-44.2, Synergy_HSA=-2.65. Cell line: EKVX. Drug 1: C1CC(=O)NC(=O)C1N2CC3=C(C2=O)C=CC=C3N. (7) Drug 1: CCC1=C2CN3C(=CC4=C(C3=O)COC(=O)C4(CC)O)C2=NC5=C1C=C(C=C5)O. Drug 2: N.N.Cl[Pt+2]Cl. Cell line: K-562. Synergy scores: CSS=58.2, Synergy_ZIP=-3.85, Synergy_Bliss=0.347, Synergy_Loewe=-0.585, Synergy_HSA=-0.230. (8) Drug 1: CC1=C(C=C(C=C1)NC2=NC=CC(=N2)N(C)C3=CC4=NN(C(=C4C=C3)C)C)S(=O)(=O)N.Cl. Drug 2: CS(=O)(=O)OCCCCOS(=O)(=O)C. Cell line: MDA-MB-435. Synergy scores: CSS=-18.3, Synergy_ZIP=7.75, Synergy_Bliss=-2.32, Synergy_Loewe=-12.7, Synergy_HSA=-13.4.